From a dataset of Reaction yield outcomes from USPTO patents with 853,638 reactions. Predict the reaction yield, written as a fraction of the theoretical maximum amount of product (1.0 means a 100% yield; for example, 0.34 means a 34% yield). (1) The reactants are [CH:1]1([CH:4]=O)[CH2:3][CH2:2]1.[Br:6][C:7]1[CH:8]=[C:9]([NH2:14])[C:10]([NH2:13])=[N:11][CH:12]=1. The catalyst is CC(O)=O.O1CCOCC1. The product is [Br:6][C:7]1[CH:8]=[C:9]2[NH:14][C:4]([CH:1]3[CH2:3][CH2:2]3)=[N:13][C:10]2=[N:11][CH:12]=1. The yield is 0.210. (2) The reactants are [CH3:1]C(C)([O-])C.[K+].O=[C:8]1[CH2:12][N:11]([C:13]([O:15][C:16]([CH3:19])([CH3:18])[CH3:17])=[O:14])[C@H:10]([C:20]([O:22][CH3:23])=[O:21])[CH2:9]1. The catalyst is [Br-].C[P+](C1C=CC=CC=1)(C1C=CC=CC=1)C1C=CC=CC=1.C1COCC1. The product is [CH2:1]=[C:8]1[CH2:12][N:11]([C:13]([O:15][C:16]([CH3:19])([CH3:18])[CH3:17])=[O:14])[C@H:10]([C:20]([O:22][CH3:23])=[O:21])[CH2:9]1. The yield is 0.870. (3) The yield is 0.350. The reactants are [ClH:1].[OH:2][C@@H:3]([CH2:19][N:20]([C:25]1[CH:30]=[CH:29][C:28]([O:31][CH2:32][C:33]([O:35]CC)=[O:34])=[CH:27][CH:26]=1)[CH2:21][CH:22]([CH3:24])[CH3:23])[CH2:4][O:5][C:6]1[C:18]2[C:17]3[C:12](=[CH:13][CH:14]=[CH:15][CH:16]=3)[NH:11][C:10]=2[CH:9]=[CH:8][CH:7]=1.[OH-].[Na+].Cl. The catalyst is C(O)C.C1COCC1. The product is [ClH:1].[OH:2][C@@H:3]([CH2:19][N:20]([C:25]1[CH:26]=[CH:27][C:28]([O:31][CH2:32][C:33]([OH:35])=[O:34])=[CH:29][CH:30]=1)[CH2:21][CH:22]([CH3:24])[CH3:23])[CH2:4][O:5][C:6]1[C:18]2[C:17]3[C:12](=[CH:13][CH:14]=[CH:15][CH:16]=3)[NH:11][C:10]=2[CH:9]=[CH:8][CH:7]=1. (4) The reactants are [H-].[Na+].[CH2:3]([C:5]1[C:13]2[C:8](=[CH:9][C:10]([C:14]([N:16]([O:18][CH3:19])[CH3:17])=[O:15])=[CH:11][CH:12]=2)[NH:7][N:6]=1)[CH3:4].[CH3:20][Si:21]([CH3:28])([CH3:27])[CH2:22][CH2:23][O:24][CH2:25]Cl. The catalyst is O1CCCC1. The product is [CH2:3]([C:5]1[N:6]([CH2:25][O:24][CH2:23][CH2:22][Si:21]([CH3:28])([CH3:27])[CH3:20])[N:7]=[C:8]2[C:13]=1[CH:12]=[CH:11][C:10]([C:14]([N:16]([O:18][CH3:19])[CH3:17])=[O:15])=[CH:9]2)[CH3:4]. The yield is 1.00. (5) The reactants are [OH:1][C:2]1([CH2:15][CH:16]=O)[CH2:14][CH2:13][C:5]2([O:10][CH2:9][C:8]([CH3:12])([CH3:11])[CH2:7][O:6]2)[CH2:4][CH2:3]1.[F:18][CH:19]([F:29])[C:20]1[CH:25]=[CH:24][C:23]([C@@H:26]([NH2:28])[CH3:27])=[CH:22][CH:21]=1. No catalyst specified. The product is [F:18][CH:19]([F:29])[C:20]1[CH:21]=[CH:22][C:23]([C@@H:26]([NH:28][CH2:16][CH2:15][C:2]2([OH:1])[CH2:3][CH2:4][C:5]3([O:10][CH2:9][C:8]([CH3:12])([CH3:11])[CH2:7][O:6]3)[CH2:13][CH2:14]2)[CH3:27])=[CH:24][CH:25]=1. The yield is 0.770. (6) The reactants are [F:1][C:2]1[CH:30]=[CH:29][C:5]([C:6]([NH:8][C:9]2[C:10]([CH3:28])=[C:11]([CH3:27])[C:12]3[O:16][C:15]([CH3:17])=[C:14]([C:18]4[CH:23]=[CH:22][C:21]([F:24])=[CH:20][CH:19]=4)[C:13]=3[C:25]=2[CH3:26])=O)=[CH:4][CH:3]=1. The catalyst is C(O)C. The product is [F:1][C:2]1[CH:30]=[CH:29][C:5]([CH2:6][NH:8][C:9]2[C:10]([CH3:28])=[C:11]([CH3:27])[C:12]3[O:16][C:15]([CH3:17])=[C:14]([C:18]4[CH:23]=[CH:22][C:21]([F:24])=[CH:20][CH:19]=4)[C:13]=3[C:25]=2[CH3:26])=[CH:4][CH:3]=1. The yield is 0.660.